Dataset: Full USPTO retrosynthesis dataset with 1.9M reactions from patents (1976-2016). Task: Predict the reactants needed to synthesize the given product. (1) Given the product [Cl:1][C:2]1[N:7]=[C:6]([C:8]([NH2:22])=[O:9])[C:5]([NH:13][CH2:14][CH2:15][N:16]2[CH2:21][CH2:20][O:19][CH2:18][CH2:17]2)=[CH:4][N:3]=1, predict the reactants needed to synthesize it. The reactants are: [Cl:1][C:2]1[N:7]=[C:6]([C:8](OCC)=[O:9])[C:5]([NH:13][CH2:14][CH2:15][N:16]2[CH2:21][CH2:20][O:19][CH2:18][CH2:17]2)=[CH:4][N:3]=1.[NH3:22]. (2) Given the product [Cl:14][C:15]1[CH:16]=[CH:17][C:18]([C:21]2[CH:22]=[CH:23][C:24]([C:27]#[C:28][C:2]3[CH:7]=[CH:6][C:5]([N:8]4[CH2:12][CH2:11][CH:10]([OH:13])[CH2:9]4)=[CH:4][CH:3]=3)=[N:25][CH:26]=2)=[CH:19][CH:20]=1, predict the reactants needed to synthesize it. The reactants are: I[C:2]1[CH:7]=[CH:6][C:5]([N:8]2[CH2:12][CH2:11][CH:10]([OH:13])[CH2:9]2)=[CH:4][CH:3]=1.[Cl:14][C:15]1[CH:20]=[CH:19][C:18]([C:21]2[CH:22]=[CH:23][C:24]([C:27]#[CH:28])=[N:25][CH:26]=2)=[CH:17][CH:16]=1.C(Cl)Cl.CO.N. (3) Given the product [Cl:19][C:13]1[CH:14]=[CH:15][CH:16]=[C:17]([F:18])[C:12]=1[CH2:11][O:1][C:2]1[CH:3]=[C:4]([CH:7]=[CH:8][CH:9]=1)[CH:5]=[O:6], predict the reactants needed to synthesize it. The reactants are: [OH:1][C:2]1[CH:3]=[C:4]([CH:7]=[CH:8][CH:9]=1)[CH:5]=[O:6].Br[CH2:11][C:12]1[C:17]([F:18])=[CH:16][CH:15]=[CH:14][C:13]=1[Cl:19].C([O-])([O-])=O.[K+].[K+]. (4) Given the product [NH2:14][C:11]1[CH:12]=[CH:13][C:8]([N:5]2[CH2:6][CH2:7][CH:3]([N:2]([CH3:18])[CH3:1])[CH2:4]2)=[CH:9][C:10]=1[CH3:17], predict the reactants needed to synthesize it. The reactants are: [CH3:1][N:2]([CH3:18])[CH:3]1[CH2:7][CH2:6][N:5]([C:8]2[CH:13]=[CH:12][C:11]([N+:14]([O-])=O)=[C:10]([CH3:17])[CH:9]=2)[CH2:4]1. (5) Given the product [CH:25]1([C:23]([C:17]2[CH:18]=[C:19]([CH3:22])[CH:20]=[CH:21][C:16]=2[NH:15][C:13](=[O:14])[NH:12][C:9]2[S:10][CH:11]=[C:7]([CH2:6][NH:5][C:3](=[O:4])[CH2:2][NH:1][S:31]([CH3:30])(=[O:33])=[O:32])[N:8]=2)=[O:24])[CH2:29][CH2:28][CH2:27][CH2:26]1, predict the reactants needed to synthesize it. The reactants are: [NH2:1][CH2:2][C:3]([NH:5][CH2:6][C:7]1[N:8]=[C:9]([NH:12][C:13]([NH:15][C:16]2[CH:21]=[CH:20][C:19]([CH3:22])=[CH:18][C:17]=2[C:23]([CH:25]2[CH2:29][CH2:28][CH2:27][CH2:26]2)=[O:24])=[O:14])[S:10][CH:11]=1)=[O:4].[CH3:30][S:31](Cl)(=[O:33])=[O:32]. (6) Given the product [O:7]1[CH2:12][CH2:11][CH2:10][CH2:9][CH:8]1[O:5][CH2:4][CH2:3][CH2:2][CH2:1][OH:6], predict the reactants needed to synthesize it. The reactants are: [CH2:1]([OH:6])[CH2:2][CH2:3][CH2:4][OH:5].[O:7]1[CH:12]=[CH:11][CH2:10][CH2:9][CH2:8]1.C1(C)C=CC(S([O-])(=O)=O)=CC=1.[NH+]1C=CC=CC=1. (7) Given the product [N:14]1[CH:15]=[CH:16][CH:17]=[CH:18][C:13]=1[N:12]=[C:4]1[C:3]2[C:2](=[CH:10][CH:9]=[CH:8][CH:7]=2)[C:1](=[N:12][C:13]2[CH:18]=[CH:17][CH:16]=[CH:15][N:14]=2)[NH:5]1.[Fe+2:19], predict the reactants needed to synthesize it. The reactants are: [C:1]1(=O)[NH:5][C:4](=O)[C:3]2=[CH:7][CH:8]=[CH:9][CH:10]=[C:2]12.[NH2:12][C:13]1[CH:18]=[CH:17][CH:16]=[CH:15][N:14]=1.[Fe:19](Cl)Cl. (8) Given the product [NH2:33][C:29]1[CH:28]=[C:27]([O:26][C:23]2[CH:22]=[CH:21][C:20]([C:7]3[N:8]([CH2:11][C:12]4[CH:17]=[CH:16][C:15]([CH3:18])=[CH:14][C:13]=4[CH3:19])[C:9](=[O:10])[C:4]([C:2]#[N:3])=[C:5]([C:41]([F:44])([F:42])[F:43])[CH:6]=3)=[CH:25][CH:24]=2)[CH:32]=[CH:31][CH:30]=1, predict the reactants needed to synthesize it. The reactants are: Cl.[C:2]([C:4]1[C:9](=[O:10])[N:8]([CH2:11][C:12]2[CH:17]=[CH:16][C:15]([CH3:18])=[CH:14][C:13]=2[CH3:19])[C:7]([C:20]2[CH:25]=[CH:24][C:23]([O:26][C:27]3[CH:28]=[C:29]([NH:33]C(=O)OC(C)(C)C)[CH:30]=[CH:31][CH:32]=3)=[CH:22][CH:21]=2)=[CH:6][C:5]=1[C:41]([F:44])([F:43])[F:42])#[N:3].